From a dataset of Catalyst prediction with 721,799 reactions and 888 catalyst types from USPTO. Predict which catalyst facilitates the given reaction. (1) Reactant: [Cl:1][C:2]1[CH:3]=[N:4][C:5]([N:8]2[CH2:13][CH2:12][CH:11]([C@H:14]3[CH2:16][C@H:15]3[CH2:17][CH2:18][OH:19])[CH2:10][CH2:9]2)=[N:6][CH:7]=1.[N:20]1([C:24](=[O:35])[CH2:25][C:26]2[CH:31]=[CH:30][C:29](O)=[CH:28][C:27]=2[O:33][CH3:34])[CH2:23][CH2:22][CH2:21]1.C1(P(C2C=CC=CC=2)C2C=CC=CC=2)C=CC=CC=1.CC(OC(/N=N/C(OC(C)C)=O)=O)C. Product: [N:20]1([C:24](=[O:35])[CH2:25][C:26]2[CH:31]=[CH:30][C:29]([O:19][CH2:18][CH2:17][C@@H:15]3[CH2:16][C@@H:14]3[CH:11]3[CH2:12][CH2:13][N:8]([C:5]4[N:6]=[CH:7][C:2]([Cl:1])=[CH:3][N:4]=4)[CH2:9][CH2:10]3)=[CH:28][C:27]=2[O:33][CH3:34])[CH2:23][CH2:22][CH2:21]1. The catalyst class is: 11. (2) Reactant: [CH3:1][S:2][C:3]1[N:8]=[C:7]([NH:9][C:10]2[S:11][C:12]3[CH:18]=[C:17]([N+:19]([O-:21])=[O:20])[CH:16]=[CH:15][C:13]=3[N:14]=2)[CH:6]=[C:5]([CH2:22][N:23]2[CH2:28][CH2:27][O:26][CH2:25][CH2:24]2)[N:4]=1.[OH:29]OS([O-])=O.[K+].ClCCl.O. Product: [CH3:1][S:2]([C:3]1[N:8]=[C:7]([NH:9][C:10]2[S:11][C:12]3[CH:18]=[C:17]([N+:19]([O-:21])=[O:20])[CH:16]=[CH:15][C:13]=3[N:14]=2)[CH:6]=[C:5]([CH2:22][N:23]2[CH2:28][CH2:27][O:26][CH2:25][CH2:24]2)[N:4]=1)=[O:29]. The catalyst class is: 9. (3) Reactant: [Li+].[OH-:2].[O:3]=[C:4]1[N:10]([CH:11]2[CH2:16][CH2:15][N:14]([C:17]([O:19][CH2:20][CH:21](C(OC)=O)[C:22]3[CH:31]=[C:30]([CH3:32])[C:25]4[O:26][CH2:27][CH2:28][O:29][C:24]=4[CH:23]=3)=[O:18])[CH2:13][CH2:12]2)[CH2:9][CH2:8][C:7]2[CH:37]=[CH:38][CH:39]=[CH:40][C:6]=2[NH:5]1.C1[CH2:45][O:44]CC1. Product: [O:3]=[C:4]1[N:10]([CH:11]2[CH2:16][CH2:15][N:14]([C:17]([O:19][C@@H:20]([C:45]([OH:44])=[O:2])[CH2:21][C:22]3[CH:31]=[C:30]([CH3:32])[C:25]4[O:26][CH2:27][CH2:28][O:29][C:24]=4[CH:23]=3)=[O:18])[CH2:13][CH2:12]2)[CH2:9][CH2:8][C:7]2[CH:37]=[CH:38][CH:39]=[CH:40][C:6]=2[NH:5]1. The catalyst class is: 6. (4) Reactant: [CH3:1][O:2][NH:3][C:4]([C:6]1[C:7](=[O:28])[C:8]2[CH:13]=[N:12][C:11](S(C)(=O)=O)=[N:10][C:9]=2[N:18]([C:20]2[CH:25]=[CH:24][C:23]([CH2:26][CH3:27])=[CH:22][CH:21]=2)[CH:19]=1)=[O:5].[CH3:29][N:30]1[CH2:35][CH2:34][CH:33]([C:36]2[CH:41]=[CH:40][C:39]([NH2:42])=[CH:38][CH:37]=2)[CH2:32][CH2:31]1. Product: [CH3:1][O:2][NH:3][C:4]([C:6]1[C:7](=[O:28])[C:8]2[CH:13]=[N:12][C:11]([NH:42][C:39]3[CH:40]=[CH:41][C:36]([CH:33]4[CH2:32][CH2:31][N:30]([CH3:29])[CH2:35][CH2:34]4)=[CH:37][CH:38]=3)=[N:10][C:9]=2[N:18]([C:20]2[CH:25]=[CH:24][C:23]([CH2:26][CH3:27])=[CH:22][CH:21]=2)[CH:19]=1)=[O:5]. The catalyst class is: 52. (5) Reactant: [Br:1][C:2]1[C:7]2[CH2:8][CH:9]([CH2:22][CH3:23])[N:10]3[CH:15]([C:6]=2[C:5]([O:24][CH2:25][CH3:26])=[CH:4][CH:3]=1)[CH2:14][C:13](=[O:16])[C:12]([C:17]([O:19][CH2:20][CH3:21])=[O:18])=[CH:11]3.C1(Cl)C(=O)C(Cl)=C(Cl)C(=O)C=1Cl.C(Cl)Cl. Product: [Br:1][C:2]1[C:7]2[CH2:8][CH:9]([CH2:22][CH3:23])[N:10]3[C:15]([C:6]=2[C:5]([O:24][CH2:25][CH3:26])=[CH:4][CH:3]=1)=[CH:14][C:13](=[O:16])[C:12]([C:17]([O:19][CH2:20][CH3:21])=[O:18])=[CH:11]3. The catalyst class is: 57. (6) Reactant: [Cl:1][C:2]1[CH:26]=[CH:25][C:5]([CH2:6][NH:7][C:8]2[C:17]3[C:12](=[C:13]([C:21]([O:23]C)=[O:22])[CH:14]=[C:15]([N+:18]([O-:20])=[O:19])[CH:16]=3)[N:11]=[CH:10][N:9]=2)=[CH:4][C:3]=1[C:27]([F:30])([F:29])[F:28].C1COCC1.[Li+].[OH-].Cl. Product: [Cl:1][C:2]1[CH:26]=[CH:25][C:5]([CH2:6][NH:7][C:8]2[C:17]3[C:12](=[C:13]([C:21]([OH:23])=[O:22])[CH:14]=[C:15]([N+:18]([O-:20])=[O:19])[CH:16]=3)[N:11]=[CH:10][N:9]=2)=[CH:4][C:3]=1[C:27]([F:30])([F:28])[F:29]. The catalyst class is: 6. (7) Reactant: [Br:1][C:2]1[CH:3]=[CH:4][C:5]([O:24][CH3:25])=[C:6]([CH2:8][C:9]([N:11]2[C@H:15]([CH3:16])[C@H:14]([C:17]3[CH:22]=[CH:21][CH:20]=[CH:19][CH:18]=3)[O:13][C:12]2=[O:23])=[O:10])[CH:7]=1.[CH3:26][Si]([N-][Si](C)(C)C)(C)C.[Na+].IC. Product: [Br:1][C:2]1[CH:3]=[CH:4][C:5]([O:24][CH3:25])=[C:6]([C@@H:8]([CH3:26])[C:9]([N:11]2[C@H:15]([CH3:16])[C@H:14]([C:17]3[CH:18]=[CH:19][CH:20]=[CH:21][CH:22]=3)[O:13][C:12]2=[O:23])=[O:10])[CH:7]=1. The catalyst class is: 1. (8) Reactant: C[O:2][C:3]1[C:8]([CH3:9])=[CH:7][C:6]([N:10]2[C:15](=[O:16])[N:14]([CH2:17][C:18]3[C:23]([F:24])=[CH:22][C:21]([F:25])=[CH:20][C:19]=3[F:26])[C:13]3[CH:27]=[CH:28][CH:29]=[CH:30][C:12]=3[S:11]2(=[O:32])=[O:31])=[CH:5][C:4]=1[CH3:33].B(Br)(Br)Br.CCCCCC.C([O-])(O)=O.[Na+]. Product: [OH:2][C:3]1[C:4]([CH3:33])=[CH:5][C:6]([N:10]2[C:15](=[O:16])[N:14]([CH2:17][C:18]3[C:19]([F:26])=[CH:20][C:21]([F:25])=[CH:22][C:23]=3[F:24])[C:13]3[CH:27]=[CH:28][CH:29]=[CH:30][C:12]=3[S:11]2(=[O:32])=[O:31])=[CH:7][C:8]=1[CH3:9]. The catalyst class is: 91.